This data is from Reaction yield outcomes from USPTO patents with 853,638 reactions. The task is: Predict the reaction yield, written as a fraction of the theoretical maximum amount of product (1.0 means a 100% yield; for example, 0.34 means a 34% yield). (1) The reactants are [F:1][C:2]1[C:3]([NH:16][C:17]2[CH:22]=[CH:21][C:20]([I:23])=[CH:19][C:18]=2[F:24])=[C:4]([C:9]([N:11]2[CH2:14][CH:13]([OH:15])[CH2:12]2)=[O:10])[CH:5]=[CH:6][C:7]=1[F:8].CC(OI1(OC(C)=O)(OC(C)=O)OC(=O)C2C=CC=CC1=2)=O.C(OCC)(=O)C. The catalyst is ClCCl. The product is [F:1][C:2]1[C:3]([NH:16][C:17]2[CH:22]=[CH:21][C:20]([I:23])=[CH:19][C:18]=2[F:24])=[C:4]([C:9]([N:11]2[CH2:12][C:13](=[O:15])[CH2:14]2)=[O:10])[CH:5]=[CH:6][C:7]=1[F:8]. The yield is 0.930. (2) The reactants are [CH3:1][C:2]1[CH:7]=[CH:6][N:5]=[CH:4][C:3]=1[N:8]1[CH2:12][CH2:11][NH:10][C:9]1=[O:13].Br[C:15]1[CH:23]=[C:22]2[C:18]([CH:19]=[CH:20][N:21]2[S:24]([C:27]2[CH:32]=[CH:31][C:30]([CH3:33])=[CH:29][CH:28]=2)(=[O:26])=[O:25])=[CH:17][CH:16]=1.N[C@@H]1CCCC[C@H]1N.P([O-])([O-])([O-])=O.[K+].[K+].[K+]. The yield is 0.301. The product is [CH3:1][C:2]1[CH:7]=[CH:6][N:5]=[CH:4][C:3]=1[N:8]1[CH2:12][CH2:11][N:10]([C:15]2[CH:23]=[C:22]3[C:18]([CH:19]=[CH:20][N:21]3[S:24]([C:27]3[CH:32]=[CH:31][C:30]([CH3:33])=[CH:29][CH:28]=3)(=[O:26])=[O:25])=[CH:17][CH:16]=2)[C:9]1=[O:13]. The catalyst is [Cu](I)I.O1CCOCC1. (3) The reactants are [CH:1]([C:4]1[N:8]=[C:7]([C:9]2[CH:14]=[CH:13][CH:12]=[CH:11][C:10]=2[CH2:15][OH:16])[O:6][N:5]=1)([CH3:3])[CH3:2]. The catalyst is C(Cl)Cl.O=[Mn]=O. The product is [CH:1]([C:4]1[N:8]=[C:7]([C:9]2[CH:14]=[CH:13][CH:12]=[CH:11][C:10]=2[CH:15]=[O:16])[O:6][N:5]=1)([CH3:3])[CH3:2]. The yield is 0.370. (4) The reactants are [C:1]([NH:6][C:7]1[C:15]2[C:10](=[N:11][CH:12]=[C:13]([Cl:30])[C:14]=2[N:16]2[CH2:21][CH2:20][CH2:19][C@@H:18]([NH:22]C(=O)OC(C)(C)C)[CH2:17]2)[NH:9][CH:8]=1)(=[O:5])[CH2:2][CH2:3][CH3:4]. The catalyst is C(O)(C(F)(F)F)=O. The product is [NH2:22][C@@H:18]1[CH2:19][CH2:20][CH2:21][N:16]([C:14]2[C:13]([Cl:30])=[CH:12][N:11]=[C:10]3[NH:9][CH:8]=[C:7]([NH:6][C:1](=[O:5])[CH2:2][CH2:3][CH3:4])[C:15]=23)[CH2:17]1. The yield is 0.740. (5) The reactants are [F:1][C:2]1[CH:7]=[CH:6][C:5]([C:8]2[S:9][CH:10]=[C:11]([CH2:13][CH2:14][NH2:15])[N:12]=2)=[CH:4][CH:3]=1.[F:16][C:17]([F:33])([F:32])[C:18]1[O:22][N:21]=[C:20]([C:23]2[CH:24]=[N:25][CH:26]=[C:27]([CH:31]=2)[C:28](O)=[O:29])[N:19]=1. No catalyst specified. The product is [F:1][C:2]1[CH:3]=[CH:4][C:5]([C:8]2[S:9][CH:10]=[C:11]([CH2:13][CH2:14][NH:15][C:28](=[O:29])[C:27]3[CH:31]=[C:23]([C:20]4[N:19]=[C:18]([C:17]([F:33])([F:32])[F:16])[O:22][N:21]=4)[CH:24]=[N:25][CH:26]=3)[N:12]=2)=[CH:6][CH:7]=1. The yield is 0.170. (6) The reactants are [CH3:1][CH:2]([CH3:6])[CH2:3][CH:4]=O.[CH3:7][C:8](O)=O.[C:11](O[BH-](OC(=O)C)OC(=O)C)(=O)[CH3:12].[Na+].[NH2:25][C@@H:26]1[CH2:31][CH2:30][C@@H:29]([CH:32]([C:38]([O:40][CH2:41][CH3:42])=[O:39])[C:33]([O:35][CH2:36][CH3:37])=[O:34])[CH2:28][C@H:27]1[C:43]1[CH:48]=[CH:47][C:46]([C:49]([F:52])([F:51])[F:50])=[CH:45][CH:44]=1.[C:53]([O-])(O)=O.[Na+]. The catalyst is C1COCC1. The product is [CH3:1][CH:2]([CH3:6])[CH2:3][CH2:4][N:25]([CH2:11][CH2:12][CH:8]([CH3:7])[CH3:53])[C@@H:26]1[CH2:31][CH2:30][C@@H:29]([CH:32]([C:38]([O:40][CH2:41][CH3:42])=[O:39])[C:33]([O:35][CH2:36][CH3:37])=[O:34])[CH2:28][C@H:27]1[C:43]1[CH:44]=[CH:45][C:46]([C:49]([F:50])([F:51])[F:52])=[CH:47][CH:48]=1. The yield is 0.950. (7) The reactants are [C:1]([C:5]1[CH:10]=[CH:9][C:8]([S:11](Cl)(=[O:13])=[O:12])=[CH:7][CH:6]=1)([CH3:4])([CH3:3])[CH3:2].[CH:15]1[C:24]2[C:19](=[CH:20][CH:21]=[CH:22][CH:23]=2)[C:18]([N:25]2[C:29]([NH2:30])=[CH:28][C:27]([CH3:31])=[N:26]2)=[CH:17][N:16]=1. The catalyst is N1C=CC=CC=1. The product is [C:1]([C:5]1[CH:10]=[CH:9][C:8]([S:11]([NH:30][C:29]2[N:25]([C:18]3[C:19]4[C:24](=[CH:23][CH:22]=[CH:21][CH:20]=4)[CH:15]=[N:16][CH:17]=3)[N:26]=[C:27]([CH3:31])[CH:28]=2)(=[O:13])=[O:12])=[CH:7][CH:6]=1)([CH3:4])([CH3:3])[CH3:2]. The yield is 0.270. (8) The reactants are [CH3:1][O:2][C:3]([C:5]1[C:10]([CH:11]=[CH2:12])=[C:9]([NH2:13])[N:8]=[C:7](Cl)[N:6]=1)=[O:4].[Cl:15][C:16]1[CH:21]=[CH:20][C:19](B2OC(C)(C)C(C)(C)O2)=[C:18]([F:31])[C:17]=1[F:32].[F-].[Cs+]. The catalyst is COCCOC.O.C(OCC)(=O)C.Cl[Pd](Cl)([P](C1C=CC=CC=1)(C1C=CC=CC=1)C1C=CC=CC=1)[P](C1C=CC=CC=1)(C1C=CC=CC=1)C1C=CC=CC=1. The product is [CH3:1][O:2][C:3]([C:5]1[C:10]([CH:11]=[CH2:12])=[C:9]([NH2:13])[N:8]=[C:7]([C:19]2[CH:20]=[CH:21][C:16]([Cl:15])=[C:17]([F:32])[C:18]=2[F:31])[N:6]=1)=[O:4]. The yield is 0.367. (9) The catalyst is C(#N)C.C(OCC)(=O)C. The product is [F:13][CH:2]([F:1])[C:3]1[N:8]=[C:7]([CH2:9][CH2:10][CH3:11])[N:6]([CH2:15][C:16]2[CH:17]=[CH:18][C:19]([C:22]3[C:23]([C:28]#[N:29])=[CH:24][CH:25]=[CH:26][CH:27]=3)=[CH:20][CH:21]=2)[C:5](=[O:12])[CH:4]=1. The yield is 0.380. The reactants are [F:1][CH:2]([F:13])[C:3]1[N:8]=[C:7]([CH2:9][CH2:10][CH3:11])[NH:6][C:5](=[O:12])[CH:4]=1.Br[CH2:15][C:16]1[CH:21]=[CH:20][C:19]([C:22]2[C:23]([C:28]#[N:29])=[CH:24][CH:25]=[CH:26][CH:27]=2)=[CH:18][CH:17]=1.C(=O)([O-])[O-].[K+].[K+]. (10) The reactants are Br[CH:2]([C:7]1[CH:12]=[C:11]([Cl:13])[CH:10]=[C:9]([Cl:14])[CH:8]=1)[C:3]([F:6])([F:5])[F:4].[CH:15]([C:17]1[CH:22]=[CH:21][C:20]([N:23]2[CH:27]=[N:26][CH:25]=[N:24]2)=[CH:19][CH:18]=1)=[CH2:16].N1C=CC=CC=1C1C=CC=CN=1. The catalyst is ClC1C=CC=CC=1Cl.Cl[Cu]. The product is [Cl:14][C:9]1[CH:8]=[C:7]([CH:2]([C:3]([F:6])([F:5])[F:4])/[CH:16]=[CH:15]/[C:17]2[CH:18]=[CH:19][C:20]([N:23]3[CH:27]=[N:26][CH:25]=[N:24]3)=[CH:21][CH:22]=2)[CH:12]=[C:11]([Cl:13])[CH:10]=1. The yield is 0.320.